From a dataset of Forward reaction prediction with 1.9M reactions from USPTO patents (1976-2016). Predict the product of the given reaction. (1) Given the reactants [F:1][CH:2]([F:18])[C:3]1([CH3:17])[C:8]2[O:9][C:10]3[CH:15]=[C:14](I)[CH:13]=[CH:12][C:11]=3[C:7]=2[CH2:6][CH2:5][NH:4]1.[F:19][C:20]1[C:25]([F:26])=[CH:24][CH:23]=[CH:22][C:21]=1[S:27][Si](C(C)C)(C(C)C)C(C)C.[F-].[Cs+].C(O)CO.CN(C=O)C, predict the reaction product. The product is: [F:1][CH:2]([F:18])[C:3]1([CH3:17])[C:8]2[O:9][C:10]3[CH:15]=[C:14]([S:27][C:21]4[CH:22]=[CH:23][CH:24]=[C:25]([F:26])[C:20]=4[F:19])[CH:13]=[CH:12][C:11]=3[C:7]=2[CH2:6][CH2:5][NH:4]1. (2) The product is: [Cl:7][C:8]1[CH:13]=[CH:12][CH:11]=[CH:10][C:9]=1[N:14]1[C:22]2[CH2:21][CH2:20][N:19]([N:23]3[CH2:24][CH2:25][CH2:26][CH2:27][CH2:28]3)[C:18](=[O:29])[C:17]=2[C:16]([CH3:30])=[C:15]1[C:31]1[CH:32]=[CH:33][C:34]([O:37][CH2:39][CH2:40][CH2:41][C:42]([F:45])([F:44])[F:43])=[CH:35][CH:36]=1. Given the reactants C(=O)([O-])[O-].[K+].[K+].[Cl:7][C:8]1[CH:13]=[CH:12][CH:11]=[CH:10][C:9]=1[N:14]1[C:22]2[CH2:21][CH2:20][N:19]([N:23]3[CH2:28][CH2:27][CH2:26][CH2:25][CH2:24]3)[C:18](=[O:29])[C:17]=2[C:16]([CH3:30])=[C:15]1[C:31]1[CH:36]=[CH:35][C:34]([OH:37])=[CH:33][CH:32]=1.I[CH2:39][CH2:40][CH2:41][C:42]([F:45])([F:44])[F:43].O, predict the reaction product. (3) Given the reactants [Na].C([CH:5]1[C:11](=[O:12])[CH:10]2[CH:7]([CH2:8][CH2:9]2)[C:6]1=[O:13])(=O)C, predict the reaction product. The product is: [CH:7]12[CH2:8][CH2:9][CH:10]1[C:11](=[O:12])[CH2:5][C:6]2=[O:13].